From a dataset of Peptide-MHC class II binding affinity with 134,281 pairs from IEDB. Regression. Given a peptide amino acid sequence and an MHC pseudo amino acid sequence, predict their binding affinity value. This is MHC class II binding data. The peptide sequence is GQLQIVDKIDAAFKI. The MHC is DRB1_0401 with pseudo-sequence DRB1_0401. The binding affinity (normalized) is 0.664.